Regression. Given two drug SMILES strings and cell line genomic features, predict the synergy score measuring deviation from expected non-interaction effect. From a dataset of NCI-60 drug combinations with 297,098 pairs across 59 cell lines. (1) Drug 1: C1=NC2=C(N1)C(=S)N=C(N2)N. Drug 2: C(CN)CNCCSP(=O)(O)O. Cell line: CCRF-CEM. Synergy scores: CSS=39.9, Synergy_ZIP=-2.30, Synergy_Bliss=-5.77, Synergy_Loewe=-11.4, Synergy_HSA=-2.98. (2) Cell line: BT-549. Drug 2: CCC1(C2=C(COC1=O)C(=O)N3CC4=CC5=C(C=CC(=C5CN(C)C)O)N=C4C3=C2)O.Cl. Synergy scores: CSS=4.07, Synergy_ZIP=-3.43, Synergy_Bliss=0.882, Synergy_Loewe=-31.5, Synergy_HSA=-3.94. Drug 1: CN(C)C1=NC(=NC(=N1)N(C)C)N(C)C. (3) Cell line: NCI-H522. Drug 2: C1=CN(C=N1)CC(O)(P(=O)(O)O)P(=O)(O)O. Synergy scores: CSS=5.05, Synergy_ZIP=-6.17, Synergy_Bliss=-5.65, Synergy_Loewe=-6.85, Synergy_HSA=-4.22. Drug 1: C1=CC(=CC=C1CC(C(=O)O)N)N(CCCl)CCCl.Cl. (4) Drug 1: CCN(CC)CCCC(C)NC1=C2C=C(C=CC2=NC3=C1C=CC(=C3)Cl)OC. Drug 2: C1CC(=O)NC(=O)C1N2C(=O)C3=CC=CC=C3C2=O. Cell line: MCF7. Synergy scores: CSS=27.3, Synergy_ZIP=-8.14, Synergy_Bliss=1.43, Synergy_Loewe=1.29, Synergy_HSA=1.29.